This data is from Full USPTO retrosynthesis dataset with 1.9M reactions from patents (1976-2016). The task is: Predict the reactants needed to synthesize the given product. (1) Given the product [CH3:25][O:24][C:3]1[CH:4]=[C:5]([CH:22]=[CH:23][C:2]=1[C:27]#[C:26][C:28]1[CH:33]=[CH:32][CH:31]=[CH:30][C:29]=1[CH3:34])[C:6]([NH:8][S:9]([C:12]1[CH:17]=[CH:16][CH:15]=[CH:14][C:13]=1[S:18](=[O:21])(=[O:20])[NH2:19])(=[O:11])=[O:10])=[O:7], predict the reactants needed to synthesize it. The reactants are: Br[C:2]1[CH:23]=[CH:22][C:5]([C:6]([NH:8][S:9]([C:12]2[CH:17]=[CH:16][CH:15]=[CH:14][C:13]=2[S:18](=[O:21])(=[O:20])[NH2:19])(=[O:11])=[O:10])=[O:7])=[CH:4][C:3]=1[O:24][CH3:25].[C:26]([C:28]1[CH:33]=[CH:32][CH:31]=[CH:30][C:29]=1[CH3:34])#[CH:27]. (2) Given the product [NH:1]([N:18]1[CH2:23][CH2:22][O:21][CH2:20][CH2:19]1)[C@H:2]([C:11]([OH:13])=[O:12])[CH2:3][O:4][C:5]([O:7][CH2:8][CH:9]=[CH2:10])=[O:6], predict the reactants needed to synthesize it. The reactants are: [NH:1]([N:18]1[CH2:23][CH2:22][O:21][CH2:20][CH2:19]1)[C@H:2]([C:11]([O:13]C(C)(C)C)=[O:12])[CH2:3][O:4][C:5]([O:7][CH2:8][CH:9]=[CH2:10])=[O:6].C(O)(C(F)(F)F)=O. (3) Given the product [Si:50]([O:67][CH2:68][CH2:69][N:70]([CH3:100])[CH2:71][CH2:72][C@@H:73]([NH:82][C:83]1[CH:88]=[CH:87][C:86]([S:89]([NH:92][C:25](=[O:26])[C:24]2[CH:28]=[CH:29][C:21]([N:18]3[CH2:19][CH2:20][CH:15]([C@H:14]([C:9]4[CH:10]=[CH:11][CH:12]=[CH:13][C:8]=4[C:5]4[CH:6]=[CH:7][C:2]([Cl:1])=[CH:3][CH:4]=4)[NH:30][S@:31]([C:33]([CH3:36])([CH3:35])[CH3:34])=[O:32])[CH2:16][CH2:17]3)=[CH:22][CH:23]=2)(=[O:90])=[O:91])=[CH:85][C:84]=1[S:93]([C:96]([F:98])([F:99])[F:97])(=[O:94])=[O:95])[CH2:74][S:75][C:76]1[CH:81]=[CH:80][CH:79]=[CH:78][CH:77]=1)([C:63]([CH3:64])([CH3:66])[CH3:65])([C:51]1[CH:52]=[CH:53][CH:54]=[CH:55][CH:56]=1)[C:57]1[CH:62]=[CH:61][CH:60]=[CH:59][CH:58]=1, predict the reactants needed to synthesize it. The reactants are: [Cl:1][C:2]1[CH:7]=[CH:6][C:5]([C:8]2[CH:13]=[CH:12][CH:11]=[CH:10][C:9]=2[C@H:14]([NH:30][S@:31]([C:33]([CH3:36])([CH3:35])[CH3:34])=[O:32])[CH:15]2[CH2:20][CH2:19][N:18]([C:21]3[CH:29]=[CH:28][C:24]([C:25](O)=[O:26])=[CH:23][CH:22]=3)[CH2:17][CH2:16]2)=[CH:4][CH:3]=1.C(Cl)CCl.CCN(C(C)C)C(C)C.[Si:50]([O:67][CH2:68][CH2:69][N:70]([CH3:100])[CH2:71][CH2:72][C@@H:73]([NH:82][C:83]1[CH:88]=[CH:87][C:86]([S:89]([NH2:92])(=[O:91])=[O:90])=[CH:85][C:84]=1[S:93]([C:96]([F:99])([F:98])[F:97])(=[O:95])=[O:94])[CH2:74][S:75][C:76]1[CH:81]=[CH:80][CH:79]=[CH:78][CH:77]=1)([C:63]([CH3:66])([CH3:65])[CH3:64])([C:57]1[CH:62]=[CH:61][CH:60]=[CH:59][CH:58]=1)[C:51]1[CH:56]=[CH:55][CH:54]=[CH:53][CH:52]=1. (4) Given the product [C:24]([CH:26]([C:32]1[CH:37]=[CH:36][C:35]([O:20][CH2:19][C:16]2[CH:17]=[CH:18][C:13]([O:12][CH2:11]/[C:10](/[C:6]3[CH:5]=[C:4]4[C:9](=[CH:8][CH:7]=3)[CH2:1][CH2:2][CH2:3]4)=[N:21]\[O:22][CH3:23])=[CH:14][CH:15]=2)=[CH:34][CH:33]=1)[CH2:27][C:28]([OH:30])=[O:29])#[N:25], predict the reactants needed to synthesize it. The reactants are: [CH2:1]1[C:9]2[C:4](=[CH:5][C:6](/[C:10](=[N:21]/[O:22][CH3:23])/[CH2:11][O:12][C:13]3[CH:18]=[CH:17][C:16]([CH2:19][OH:20])=[CH:15][CH:14]=3)=[CH:7][CH:8]=2)[CH2:3][CH2:2]1.[C:24]([CH:26]([C:32]1[CH:37]=[CH:36][C:35](O)=[CH:34][CH:33]=1)[CH2:27][C:28]([O:30]C)=[O:29])#[N:25].